From a dataset of Forward reaction prediction with 1.9M reactions from USPTO patents (1976-2016). Predict the product of the given reaction. Given the reactants [Cl:1][C:2]1[CH:10]=[C:9]2[C:5]([C:6]([C:11]([O:13][CH3:14])=[O:12])=[CH:7][NH:8]2)=[CH:4][C:3]=1B1OCC(C)(C)CO1.Br[C:24]1[CH:39]=[CH:38][C:27]([O:28][CH2:29][CH2:30][CH2:31][N:32]2[CH2:37][CH2:36][NH:35][CH2:34][CH2:33]2)=[CH:26][CH:25]=1.C(=O)([O-])[O-].[K+].[K+].C(OCC)(=O)C, predict the reaction product. The product is: [Cl:1][C:2]1[CH:10]=[C:9]2[C:5]([C:6]([C:11]([O:13][CH3:14])=[O:12])=[CH:7][NH:8]2)=[CH:4][C:3]=1[C:24]1[CH:39]=[CH:38][C:27]([O:28][CH2:29][CH2:30][CH2:31][N:32]2[CH2:33][CH2:34][NH:35][CH2:36][CH2:37]2)=[CH:26][CH:25]=1.